This data is from Catalyst prediction with 721,799 reactions and 888 catalyst types from USPTO. The task is: Predict which catalyst facilitates the given reaction. (1) Reactant: [BH4-].[Na+].[F:3][C:4]1[CH:11]=[C:10]([C:12]2[CH:17]=[CH:16][CH:15]=[C:14]([CH3:18])[N:13]=2)[CH:9]=[CH:8][C:5]=1[CH:6]=[O:7]. Product: [F:3][C:4]1[CH:11]=[C:10]([C:12]2[CH:17]=[CH:16][CH:15]=[C:14]([CH3:18])[N:13]=2)[CH:9]=[CH:8][C:5]=1[CH2:6][OH:7]. The catalyst class is: 5. (2) Reactant: [Cl:1][C:2]1[CH:3]=[C:4]([C:12]2[N:13]=[C:14]([CH2:17][CH2:18][C:19]([O:21]C)=[O:20])[O:15][CH:16]=2)[CH:5]=[C:6]([C:8]([F:11])([F:10])[F:9])[CH:7]=1.[OH-].[Na+]. Product: [Cl:1][C:2]1[CH:3]=[C:4]([C:12]2[N:13]=[C:14]([CH2:17][CH2:18][C:19]([OH:21])=[O:20])[O:15][CH:16]=2)[CH:5]=[C:6]([C:8]([F:10])([F:9])[F:11])[CH:7]=1. The catalyst class is: 5.